From a dataset of Full USPTO retrosynthesis dataset with 1.9M reactions from patents (1976-2016). Predict the reactants needed to synthesize the given product. (1) Given the product [C:1]([O:9][CH:10]([CH2:11][O:12][C@H:60]1[O:65][C@H:11]([CH2:10][O:9][CH2:1][C:2]2[CH:3]=[CH:4][CH:5]=[CH:6][CH:7]=2)[C@@H:63]([O:64][CH2:36][C:37]2[CH:38]=[CH:39][CH:40]=[CH:41][CH:42]=2)[C@H:62]([O:17][CH2:18][C:19]2[CH:24]=[CH:23][CH:22]=[CH:21][CH:20]=2)[C@@H:61]1[O:26][CH2:27][C:28]1[CH:29]=[CH:30][CH:31]=[CH:32][CH:33]=1)[CH2:13][O:14][C@H:15]1[O:44][C@H:43]([CH2:45][O:46][CH2:47][C:48]2[CH:49]=[CH:50][CH:51]=[CH:52][CH:53]=2)[C@@H:34]([O:35][CH2:36][C:37]2[CH:38]=[CH:39][CH:40]=[CH:41][CH:42]=2)[C@H:25]([O:26][CH2:27][C:28]2[CH:29]=[CH:30][CH:31]=[CH:32][CH:33]=2)[C@@H:16]1[O:17][CH2:18][C:19]1[CH:24]=[CH:23][CH:22]=[CH:21][CH:20]=1)(=[O:8])[C:2]1[CH:7]=[CH:6][CH:5]=[CH:4][CH:3]=1, predict the reactants needed to synthesize it. The reactants are: [C:1]([O:9][CH:10]([CH2:13][O:14][C@H:15]1[O:44][C@H:43]([CH2:45][O:46][CH2:47][C:48]2[CH:53]=[CH:52][CH:51]=[CH:50][CH:49]=2)[C@@H:34]([O:35][CH2:36][C:37]2[CH:42]=[CH:41][CH:40]=[CH:39][CH:38]=2)[C@H:25]([O:26][CH2:27][C:28]2[CH:33]=[CH:32][CH:31]=[CH:30][CH:29]=2)[C@@H:16]1[O:17][CH2:18][C:19]1[CH:24]=[CH:23][CH:22]=[CH:21][CH:20]=1)[CH2:11][OH:12])(=[O:8])[C:2]1[CH:7]=[CH:6][CH:5]=[CH:4][CH:3]=1.P([O-])([O-])[O-].IN1[C:63](=[O:64])[CH2:62][CH2:61][C:60]1=[O:65].FC(F)(F)S(O)(=O)=O. (2) Given the product [CH2:1]([NH:8][C@H:9]([CH2:10][O:11][Si:12]([C:15]([CH3:18])([CH3:17])[CH3:16])([CH3:13])[CH3:14])[CH2:19][OH:20])[C:2]1[CH:7]=[CH:6][CH:5]=[CH:4][CH:3]=1, predict the reactants needed to synthesize it. The reactants are: [CH2:1]([NH:8][C@@H:9]([C:19](OC)=[O:20])[CH2:10][O:11][Si:12]([C:15]([CH3:18])([CH3:17])[CH3:16])([CH3:14])[CH3:13])[C:2]1[CH:7]=[CH:6][CH:5]=[CH:4][CH:3]=1.[Li+].[BH4-].CO. (3) The reactants are: [C:1]1([CH2:7][CH2:8][CH2:9][CH2:10][CH2:11][CH2:12][C:13]([C:15]2[O:16][C:17]([C:20]3[S:24][C:23]([C:25]([O:27]C)=[O:26])=[CH:22][CH:21]=3)=[CH:18][N:19]=2)=[O:14])[CH:6]=[CH:5][CH:4]=[CH:3][CH:2]=1. Given the product [C:1]1([CH2:7][CH2:8][CH2:9][CH2:10][CH2:11][CH2:12][C:13]([C:15]2[O:16][C:17]([C:20]3[S:24][C:23]([C:25]([OH:27])=[O:26])=[CH:22][CH:21]=3)=[CH:18][N:19]=2)=[O:14])[CH:6]=[CH:5][CH:4]=[CH:3][CH:2]=1, predict the reactants needed to synthesize it. (4) Given the product [Br:1][C:2]1[CH:7]=[CH:6][N:5]2[N:8]=[CH:9][C:10]([C:11]([N:54]([CH2:53][C:52]3[CH:51]=[CH:50][C:49]([O:48][CH3:47])=[CH:65][CH:64]=3)[CH2:55][C:56]3[CH:57]=[CH:58][C:59]([O:62][CH3:63])=[CH:60][CH:61]=3)=[O:13])=[C:4]2[CH:3]=1, predict the reactants needed to synthesize it. The reactants are: [Br:1][C:2]1[CH:7]=[CH:6][N:5]2[N:8]=[CH:9][C:10]([C:11]([OH:13])=O)=[C:4]2[CH:3]=1.CCN(C(C)C)C(C)C.CN(C(ON1N=NC2C=CC=NC1=2)=[N+](C)C)C.F[P-](F)(F)(F)(F)F.[CH3:47][O:48][C:49]1[CH:65]=[CH:64][C:52]([CH2:53][NH:54][CH2:55][C:56]2[CH:61]=[CH:60][C:59]([O:62][CH3:63])=[CH:58][CH:57]=2)=[CH:51][CH:50]=1. (5) Given the product [CH3:33][O:34][CH2:35][CH2:36][NH:37][C:30]([C:28]1[O:27][C:10]2=[N:11][C:12]([C:20]3[CH:25]=[CH:24][C:23]([F:26])=[CH:22][CH:21]=3)=[C:13]([C:14]3[CH:19]=[CH:18][N:17]=[CH:16][CH:15]=3)[C:8]([C:5]3[CH:6]=[CH:7][C:2]([F:1])=[CH:3][CH:4]=3)=[C:9]2[CH:29]=1)=[O:31], predict the reactants needed to synthesize it. The reactants are: [F:1][C:2]1[CH:7]=[CH:6][C:5]([C:8]2[C:13]([C:14]3[CH:19]=[CH:18][N:17]=[CH:16][CH:15]=3)=[C:12]([C:20]3[CH:25]=[CH:24][C:23]([F:26])=[CH:22][CH:21]=3)[N:11]=[C:10]3[O:27][C:28]([C:30](Cl)=[O:31])=[CH:29][C:9]=23)=[CH:4][CH:3]=1.[CH3:33][O:34][CH2:35][CH2:36][NH2:37]. (6) Given the product [CH2:14]([S:16]([N:8]1[CH2:9][CH2:10][NH:11][CH2:12][CH2:13]1)(=[O:18])=[O:17])[CH3:15], predict the reactants needed to synthesize it. The reactants are: C(OC([N:8]1[CH2:13][CH2:12][NH:11][CH2:10][CH2:9]1)=O)(C)(C)C.[CH2:14]([S:16](Cl)(=[O:18])=[O:17])[CH3:15].CC1C(C(N2CCNCC2)=O)=C(C)ON=1. (7) Given the product [N+:11]([C:8]1[CH:9]=[CH:10][C:5]([CH:3]2[CH2:2][O:4]2)=[CH:6][CH:7]=1)([O-:13])=[O:12], predict the reactants needed to synthesize it. The reactants are: Br[CH2:2][C:3]([C:5]1[CH:10]=[CH:9][C:8]([N+:11]([O-:13])=[O:12])=[CH:7][CH:6]=1)=[O:4].[BH4-].[Na+].C(=O)([O-])[O-].[K+].[K+]. (8) Given the product [C:19]([C:9]1[C@@H:10]([C:11]2[CH:16]=[CH:15][C:14]([C:17]#[N:18])=[CH:13][CH:12]=2)[N:5]2[N:4]=[C:3]([NH:2][C:38]([CH:33]3[CH2:37][CH2:36][CH2:35][CH2:34]3)=[O:39])[N:32]=[C:6]2[N:7]([C:22]2[CH:27]=[CH:26][CH:25]=[C:24]([C:28]([F:29])([F:31])[F:30])[CH:23]=2)[C:8]=1[CH3:21])#[N:20], predict the reactants needed to synthesize it. The reactants are: Cl.[NH2:2][C:3]1[N:32]=[C:6]2[N:7]([C:22]3[CH:27]=[CH:26][CH:25]=[C:24]([C:28]([F:31])([F:30])[F:29])[CH:23]=3)[C:8]([CH3:21])=[C:9]([C:19]#[N:20])[C@@H:10]([C:11]3[CH:16]=[CH:15][C:14]([C:17]#[N:18])=[CH:13][CH:12]=3)[N:5]2[N:4]=1.[CH:33]1([C:38](Cl)=[O:39])[CH2:37][CH2:36][CH2:35][CH2:34]1.